This data is from NCI-60 drug combinations with 297,098 pairs across 59 cell lines. The task is: Regression. Given two drug SMILES strings and cell line genomic features, predict the synergy score measuring deviation from expected non-interaction effect. (1) Drug 1: C1=C(C(=O)NC(=O)N1)F. Drug 2: CC1C(C(=O)NC(C(=O)N2CCCC2C(=O)N(CC(=O)N(C(C(=O)O1)C(C)C)C)C)C(C)C)NC(=O)C3=C4C(=C(C=C3)C)OC5=C(C(=O)C(=C(C5=N4)C(=O)NC6C(OC(=O)C(N(C(=O)CN(C(=O)C7CCCN7C(=O)C(NC6=O)C(C)C)C)C)C(C)C)C)N)C. Cell line: CAKI-1. Synergy scores: CSS=32.8, Synergy_ZIP=12.2, Synergy_Bliss=12.2, Synergy_Loewe=12.9, Synergy_HSA=12.9. (2) Synergy scores: CSS=20.4, Synergy_ZIP=-2.35, Synergy_Bliss=0.220, Synergy_Loewe=0.638, Synergy_HSA=0.661. Drug 1: CC(CN1CC(=O)NC(=O)C1)N2CC(=O)NC(=O)C2. Drug 2: CS(=O)(=O)CCNCC1=CC=C(O1)C2=CC3=C(C=C2)N=CN=C3NC4=CC(=C(C=C4)OCC5=CC(=CC=C5)F)Cl. Cell line: HOP-92. (3) Drug 1: CC=C1C(=O)NC(C(=O)OC2CC(=O)NC(C(=O)NC(CSSCCC=C2)C(=O)N1)C(C)C)C(C)C. Drug 2: CC1C(C(CC(O1)OC2CC(CC3=C2C(=C4C(=C3O)C(=O)C5=CC=CC=C5C4=O)O)(C(=O)C)O)N)O. Cell line: MDA-MB-435. Synergy scores: CSS=75.3, Synergy_ZIP=3.59, Synergy_Bliss=1.87, Synergy_Loewe=3.25, Synergy_HSA=5.03. (4) Drug 1: COC1=NC(=NC2=C1N=CN2C3C(C(C(O3)CO)O)O)N. Drug 2: CC1=C(C(=CC=C1)Cl)NC(=O)C2=CN=C(S2)NC3=CC(=NC(=N3)C)N4CCN(CC4)CCO. Synergy scores: CSS=20.3, Synergy_ZIP=-1.20, Synergy_Bliss=-0.885, Synergy_Loewe=10.7, Synergy_HSA=0.571. Cell line: HL-60(TB). (5) Drug 1: C1CCC(C1)C(CC#N)N2C=C(C=N2)C3=C4C=CNC4=NC=N3. Drug 2: C#CCC(CC1=CN=C2C(=N1)C(=NC(=N2)N)N)C3=CC=C(C=C3)C(=O)NC(CCC(=O)O)C(=O)O. Cell line: UACC-257. Synergy scores: CSS=-2.37, Synergy_ZIP=1.17, Synergy_Bliss=-0.236, Synergy_Loewe=-4.06, Synergy_HSA=-2.99. (6) Drug 1: C1=CC(=C2C(=C1NCCNCCO)C(=O)C3=C(C=CC(=C3C2=O)O)O)NCCNCCO. Drug 2: CC=C1C(=O)NC(C(=O)OC2CC(=O)NC(C(=O)NC(CSSCCC=C2)C(=O)N1)C(C)C)C(C)C. Cell line: NCI-H322M. Synergy scores: CSS=67.4, Synergy_ZIP=2.36, Synergy_Bliss=6.09, Synergy_Loewe=8.01, Synergy_HSA=8.49. (7) Cell line: OVCAR3. Drug 1: CNC(=O)C1=NC=CC(=C1)OC2=CC=C(C=C2)NC(=O)NC3=CC(=C(C=C3)Cl)C(F)(F)F. Synergy scores: CSS=40.7, Synergy_ZIP=0.638, Synergy_Bliss=-0.863, Synergy_Loewe=-25.2, Synergy_HSA=-2.27. Drug 2: N.N.Cl[Pt+2]Cl. (8) Drug 1: C1CC(=O)NC(=O)C1N2CC3=C(C2=O)C=CC=C3N. Drug 2: CC12CCC3C(C1CCC2OP(=O)(O)O)CCC4=C3C=CC(=C4)OC(=O)N(CCCl)CCCl.[Na+]. Cell line: OVCAR-4. Synergy scores: CSS=0.0450, Synergy_ZIP=-0.331, Synergy_Bliss=-1.35, Synergy_Loewe=-2.29, Synergy_HSA=-2.18. (9) Drug 1: COC1=CC(=CC(=C1O)OC)C2C3C(COC3=O)C(C4=CC5=C(C=C24)OCO5)OC6C(C(C7C(O6)COC(O7)C8=CC=CS8)O)O. Drug 2: C1=NC2=C(N=C(N=C2N1C3C(C(C(O3)CO)O)O)F)N. Cell line: HS 578T. Synergy scores: CSS=13.0, Synergy_ZIP=-10.1, Synergy_Bliss=-3.52, Synergy_Loewe=-10.8, Synergy_HSA=-2.72. (10) Drug 1: CCCS(=O)(=O)NC1=C(C(=C(C=C1)F)C(=O)C2=CNC3=C2C=C(C=N3)C4=CC=C(C=C4)Cl)F. Drug 2: CN(C(=O)NC(C=O)C(C(C(CO)O)O)O)N=O. Cell line: OVCAR3. Synergy scores: CSS=-0.671, Synergy_ZIP=2.43, Synergy_Bliss=6.28, Synergy_Loewe=-0.513, Synergy_HSA=1.82.